This data is from Catalyst prediction with 721,799 reactions and 888 catalyst types from USPTO. The task is: Predict which catalyst facilitates the given reaction. (1) Reactant: C[O:2][C:3](=[O:34])[CH2:4][CH2:5][C:6]1[O:7][C:8]2[CH:14]=[C:13]([C:15]3[C:23]4[C:18](=[CH:19][C:20]([F:24])=[CH:21][CH:22]=4)[N:17](S(C4C=CC=CC=4)(=O)=O)[CH:16]=3)[CH:12]=[CH:11][C:9]=2[N:10]=1.[OH-].[Na+]. Product: [F:24][C:20]1[CH:19]=[C:18]2[C:23]([C:15]([C:13]3[CH:12]=[CH:11][C:9]4[N:10]=[C:6]([CH2:5][CH2:4][C:3]([OH:34])=[O:2])[O:7][C:8]=4[CH:14]=3)=[CH:16][NH:17]2)=[CH:22][CH:21]=1. The catalyst class is: 14. (2) Reactant: [Cl:1][C:2]1[CH:23]=[C:22]([C:24]([F:27])([F:26])[F:25])[CH:21]=[CH:20][C:3]=1[CH2:4][N:5]1[C:9](/[CH:10]=[CH:11]/[C:12]([O:14]CC)=[O:13])=[CH:8][C:7]([CH:17]2[CH2:19][CH2:18]2)=[N:6]1. Product: [Cl:1][C:2]1[CH:23]=[C:22]([C:24]([F:27])([F:25])[F:26])[CH:21]=[CH:20][C:3]=1[CH2:4][N:5]1[C:9]([CH2:10][CH2:11][C:12]([OH:14])=[O:13])=[CH:8][C:7]([CH:17]2[CH2:19][CH2:18]2)=[N:6]1. The catalyst class is: 481. (3) Reactant: [F:1][C:2]1[CH:3]=[C:4]2[C:9](=[CH:10][CH:11]=1)[N:8]=[CH:7][C:6]([C:12]1[CH:13]=[N:14][N:15]3[C:20]([N:21](COCC[Si](C)(C)C)COCC[Si](C)(C)C)=[CH:19][C:18]([CH:38]([NH:40][CH:41]4[CH2:46][CH2:45][O:44][CH2:43][CH2:42]4)[CH3:39])=[N:17][C:16]=13)=[CH:5]2.O. Product: [F:1][C:2]1[CH:3]=[C:4]2[C:9](=[CH:10][CH:11]=1)[N:8]=[CH:7][C:6]([C:12]1[CH:13]=[N:14][N:15]3[C:20]([NH2:21])=[CH:19][C:18]([CH:38]([NH:40][CH:41]4[CH2:42][CH2:43][O:44][CH2:45][CH2:46]4)[CH3:39])=[N:17][C:16]=13)=[CH:5]2. The catalyst class is: 67. (4) Reactant: [CH3:1][C:2]1[O:3][C:4]([C:15]2[CH:20]=[CH:19][CH:18]=[CH:17][CH:16]=2)=[CH:5][C:6]=1[CH:7]([CH:9]1[CH2:14][CH2:13][O:12][CH2:11][CH2:10]1)O.S(Cl)([Cl:23])=O. Product: [Cl:23][CH:7]([C:6]1[CH:5]=[C:4]([C:15]2[CH:20]=[CH:19][CH:18]=[CH:17][CH:16]=2)[O:3][C:2]=1[CH3:1])[CH:9]1[CH2:14][CH2:13][O:12][CH2:11][CH2:10]1. The catalyst class is: 11.